From a dataset of NCI-60 drug combinations with 297,098 pairs across 59 cell lines. Regression. Given two drug SMILES strings and cell line genomic features, predict the synergy score measuring deviation from expected non-interaction effect. (1) Drug 1: C1CCN(CC1)CCOC2=CC=C(C=C2)C(=O)C3=C(SC4=C3C=CC(=C4)O)C5=CC=C(C=C5)O. Drug 2: CC12CCC(CC1=CCC3C2CCC4(C3CC=C4C5=CN=CC=C5)C)O. Cell line: HL-60(TB). Synergy scores: CSS=-8.45, Synergy_ZIP=10.9, Synergy_Bliss=9.55, Synergy_Loewe=-0.0324, Synergy_HSA=-2.74. (2) Drug 1: CN(C)N=NC1=C(NC=N1)C(=O)N. Drug 2: C1C(C(OC1N2C=NC3=C2NC=NCC3O)CO)O. Cell line: NCI/ADR-RES. Synergy scores: CSS=-0.449, Synergy_ZIP=-0.399, Synergy_Bliss=-2.37, Synergy_Loewe=-3.24, Synergy_HSA=-3.16. (3) Drug 2: C1=CN(C=N1)CC(O)(P(=O)(O)O)P(=O)(O)O. Drug 1: C1C(C(OC1N2C=C(C(=O)NC2=O)F)CO)O. Cell line: A549. Synergy scores: CSS=35.7, Synergy_ZIP=-1.67, Synergy_Bliss=-1.86, Synergy_Loewe=-33.8, Synergy_HSA=-3.40. (4) Drug 1: CCC1(CC2CC(C3=C(CCN(C2)C1)C4=CC=CC=C4N3)(C5=C(C=C6C(=C5)C78CCN9C7C(C=CC9)(C(C(C8N6C=O)(C(=O)OC)O)OC(=O)C)CC)OC)C(=O)OC)O.OS(=O)(=O)O. Drug 2: C1CN(CCN1C(=O)CCBr)C(=O)CCBr. Cell line: RXF 393. Synergy scores: CSS=0.361, Synergy_ZIP=0.770, Synergy_Bliss=2.68, Synergy_Loewe=-0.314, Synergy_HSA=-0.0319. (5) Drug 1: CC1C(C(CC(O1)OC2CC(CC3=C2C(=C4C(=C3O)C(=O)C5=C(C4=O)C(=CC=C5)OC)O)(C(=O)CO)O)N)O.Cl. Drug 2: C1=NC2=C(N1)C(=S)N=CN2. Cell line: T-47D. Synergy scores: CSS=20.9, Synergy_ZIP=-4.67, Synergy_Bliss=-3.56, Synergy_Loewe=-2.85, Synergy_HSA=-2.23.